This data is from Catalyst prediction with 721,799 reactions and 888 catalyst types from USPTO. The task is: Predict which catalyst facilitates the given reaction. Reactant: C(N(CC)CC)C.[Cl:8][C:9]1[CH:17]=[CH:16][C:12]([C:13]([OH:15])=O)=[CH:11][C:10]=1[NH:18][C:19]([C:21]1[C:32](=[O:33])[NH:31][C:24]2[N:25]=[C:26]([O:29][CH3:30])[N:27]=[CH:28][C:23]=2[CH:22]=1)=[O:20].CN(C(ON1N=NC2C=CC=NC1=2)=[N+](C)C)C.F[P-](F)(F)(F)(F)F.[C:58]([O:62][C:63](=[O:74])[NH:64][CH2:65][CH:66]([NH2:73])[C:67]1[CH:72]=[CH:71][CH:70]=[CH:69][CH:68]=1)([CH3:61])([CH3:60])[CH3:59]. Product: [C:58]([O:62][C:63](=[O:74])[NH:64][CH2:65][CH:66]([NH:73][C:13](=[O:15])[C:12]1[CH:16]=[CH:17][C:9]([Cl:8])=[C:10]([NH:18][C:19]([C:21]2[C:32](=[O:33])[NH:31][C:24]3[N:25]=[C:26]([O:29][CH3:30])[N:27]=[CH:28][C:23]=3[CH:22]=2)=[O:20])[CH:11]=1)[C:67]1[CH:68]=[CH:69][CH:70]=[CH:71][CH:72]=1)([CH3:61])([CH3:59])[CH3:60]. The catalyst class is: 3.